This data is from Catalyst prediction with 721,799 reactions and 888 catalyst types from USPTO. The task is: Predict which catalyst facilitates the given reaction. Reactant: [NH2:1][C:2]1[CH:7]=[CH:6][C:5]([F:8])=[CH:4][N:3]=1.Cl[CH2:10][CH:11]=O.O. Product: [F:8][C:5]1[CH:6]=[CH:7][C:2]2[N:3]([CH:10]=[CH:11][N:1]=2)[CH:4]=1. The catalyst class is: 8.